Predict the product of the given reaction. From a dataset of Forward reaction prediction with 1.9M reactions from USPTO patents (1976-2016). (1) The product is: [F:8][C:6]1[CH:5]=[C:4]([N:9]2[CH:14]=[C:13]([O:15][CH3:16])[C:12]([C:17]3[C:26]4[C:21](=[CH:22][C:23]([S:27]([N:53]([C:50]5[CH:51]=[CH:52][O:48][N:49]=5)[CH2:6][C:7]5[CH:44]=[CH:43][C:47]([O:46][CH3:45])=[CH:3][CH:2]=5)(=[O:28])=[O:29])=[CH:24][CH:25]=4)[CH:20]=[CH:19][N:18]=3)=[CH:11][C:10]2=[O:42])[CH:3]=[C:2]([F:1])[CH:7]=1. Given the reactants [F:1][C:2]1[CH:3]=[C:4]([N:9]2[CH:14]=[C:13]([O:15][CH3:16])[C:12]([C:17]3[C:26]4[C:21](=[CH:22][C:23]([S:27](OC5C(F)=C(F)C(F)=C(F)C=5F)(=[O:29])=[O:28])=[CH:24][CH:25]=4)[CH:20]=[CH:19][N:18]=3)=[CH:11][C:10]2=[O:42])[CH:5]=[C:6]([F:8])[CH:7]=1.[CH2:43]1[CH2:47][O:46][CH2:45][CH2:44]1.[O:48]1[CH:52]=[CH:51][C:50]([NH2:53])=[N:49]1.C[Si]([N-][Si](C)(C)C)(C)C.[Li+], predict the reaction product. (2) Given the reactants [OH-].[Na+].[CH2:3]([O:7][C:8]1[CH:17]=[CH:16][C:11]([C:12]([O:14]C)=[O:13])=[CH:10][CH:9]=1)[C:4]#[C:5][CH3:6].Cl, predict the reaction product. The product is: [CH2:3]([O:7][C:8]1[CH:17]=[CH:16][C:11]([C:12]([OH:14])=[O:13])=[CH:10][CH:9]=1)[C:4]#[C:5][CH3:6]. (3) Given the reactants [F:1][C:2]1[CH:10]=[C:9]([NH:11][C:12]([C:14]2[CH:22]=[C:21]3[C:17]([CH2:18][CH2:19][N:20]3[S:23]([C:26]3[CH:31]=[CH:30][CH:29]=[C:28]([C:32]([F:35])([F:34])[F:33])[CH:27]=3)(=[O:25])=[O:24])=[CH:16][CH:15]=2)=[O:13])[CH:8]=[CH:7][C:3]=1[C:4]([OH:6])=[O:5].F[C:37](F)(F)[C:38]1C=C(S(Cl)(=O)=O)C=CC=1, predict the reaction product. The product is: [CH2:37]([O:5][C:4](=[O:6])[C:3]1[CH:7]=[CH:8][C:9]([NH:11][C:12]([C:14]2[CH:22]=[C:21]3[C:17]([CH2:18][CH2:19][N:20]3[S:23]([C:26]3[CH:31]=[CH:30][CH:29]=[C:28]([C:32]([F:33])([F:35])[F:34])[CH:27]=3)(=[O:25])=[O:24])=[CH:16][CH:15]=2)=[O:13])=[CH:10][C:2]=1[F:1])[CH3:38]. (4) Given the reactants [CH3:1][O:2][C:3]1[CH:8]=[CH:7][C:6]([C:9]2[CH:10]=[CH:11][N:12]3[C:17]([C:18]=2[CH3:19])=[C:16]([CH:20]2[CH2:22][CH2:21]2)[CH:15]=[C:14]([C:23]([O:25]CC)=[O:24])[C:13]3=[O:28])=[CH:5][CH:4]=1.[Li+].[OH-].Cl.C(OCC)(=O)C, predict the reaction product. The product is: [CH3:1][O:2][C:3]1[CH:4]=[CH:5][C:6]([C:9]2[CH:10]=[CH:11][N:12]3[C:17]([C:18]=2[CH3:19])=[C:16]([CH:20]2[CH2:21][CH2:22]2)[CH:15]=[C:14]([C:23]([OH:25])=[O:24])[C:13]3=[O:28])=[CH:7][CH:8]=1. (5) Given the reactants [CH2:1]([OH:5])[C:2](=[CH2:4])[CH3:3].F[C:7]1[CH:8]=[C:9]([CH3:16])[CH:10]=[CH:11][C:12]=1[N+:13]([O-:15])=[O:14].[CH3:17][C:18]1[CH:24]=[CH:23][C:21]([NH2:22])=[C:20]([O:25][CH2:26][C:27]([CH3:29])=[CH2:28])[CH:19]=1.[NH2:30][C:31]1[S:32][CH:33]=[CH:34][N:35]=1, predict the reaction product. The product is: [CH3:4][C:2](=[CH2:3])[CH2:1][O:5][C:7]1[CH:8]=[C:9]([CH3:16])[CH:10]=[CH:11][C:12]=1[N+:13]([O-:15])=[O:14].[CH3:17][C:18]1[CH:24]=[CH:23][C:21]([NH:22][C:1]([NH:30][C:31]2[S:32][CH:33]=[CH:34][N:35]=2)=[O:5])=[C:20]([O:25][CH2:26][C:27]([CH3:29])=[CH2:28])[CH:19]=1. (6) Given the reactants [CH2:1]([N:3]1[C:7]2=[N:8][CH:9]=[C:10]([C:20]([O:22]CC)=[O:21])[C:11]([NH:12][CH:13]3[CH2:18][CH2:17][CH2:16][CH:15]([OH:19])[CH2:14]3)=[C:6]2[CH:5]=[N:4]1)[CH3:2].[OH-].[Na+].Cl, predict the reaction product. The product is: [CH2:1]([N:3]1[C:7]2=[N:8][CH:9]=[C:10]([C:20]([OH:22])=[O:21])[C:11]([NH:12][CH:13]3[CH2:18][CH2:17][CH2:16][CH:15]([OH:19])[CH2:14]3)=[C:6]2[CH:5]=[N:4]1)[CH3:2]. (7) Given the reactants [CH3:1][O:2][C:3]([CH:5]1[CH2:9][S:8][C:7]([C:10]2[CH:15]=[CH:14][C:13]([CH2:16][NH:17][C:18]([O:20][C:21]([CH3:24])([CH3:23])[CH3:22])=[O:19])=[CH:12][CH:11]=2)=[N:6]1)=[O:4].BrC(Cl)(Cl)Cl.C1CCN2C(=NCCC2)CC1, predict the reaction product. The product is: [CH3:1][O:2][C:3]([C:5]1[N:6]=[C:7]([C:10]2[CH:11]=[CH:12][C:13]([CH2:16][NH:17][C:18]([O:20][C:21]([CH3:24])([CH3:23])[CH3:22])=[O:19])=[CH:14][CH:15]=2)[S:8][CH:9]=1)=[O:4]. (8) Given the reactants [Br:1][C:2]1[S:6][C:5]([S:7]([Cl:10])(=[O:9])=[O:8])=[CH:4][CH:3]=1.[CH2:11]([N:13]1[C:17]([CH:18]2[CH2:23][CH2:22][N:21]([CH2:24][CH2:25][CH:26]([NH2:33])[C:27]3[CH:32]=[CH:31][CH:30]=[CH:29][CH:28]=3)[CH2:20][CH2:19]2)=[CH:16][C:15]([CH3:34])=[N:14]1)[CH3:12].CCN(CC)CC, predict the reaction product. The product is: [ClH:10].[CH2:11]([N:13]1[C:17]([CH:18]2[CH2:23][CH2:22][N:21]([CH2:24][CH2:25][CH:26]([NH:33][S:7]([C:5]3[S:6][C:2]([Br:1])=[CH:3][CH:4]=3)(=[O:9])=[O:8])[C:27]3[CH:28]=[CH:29][CH:30]=[CH:31][CH:32]=3)[CH2:20][CH2:19]2)=[CH:16][C:15]([CH3:34])=[N:14]1)[CH3:12].